Dataset: Forward reaction prediction with 1.9M reactions from USPTO patents (1976-2016). Task: Predict the product of the given reaction. The product is: [CH3:1][C:2]([O:47][C:11]1[CH:12]=[C:13]([C:16]2[C:28]3[C:29]4[C:34]([O:35][C:36](=[O:37])[C:27]=3[N:26]3[C:17]=2[C:18]2[C:23]([CH2:24][CH2:25]3)=[C:22]([O:41][CH3:42])[C:21]([O:43][CH3:44])=[C:20]([O:45][CH3:46])[CH:19]=2)=[CH:33][C:32]([O:38][C:48]([CH3:49])=[O:50])=[C:31]([O:39][CH3:40])[CH:30]=4)[CH:14]=[CH:15][C:10]=1[O:9][CH3:8])=[O:3]. Given the reactants [CH3:1][C:2](CC(O)=O)=[O:3].[CH3:8][O:9][C:10]1[CH:15]=[CH:14][C:13]([C:16]2[C:28]3[C:29]4[C:34]([O:35][C:36](=[O:37])[C:27]=3[N:26]3[C:17]=2[C:18]2[C:23]([CH2:24][CH2:25]3)=[C:22]([O:41][CH3:42])[C:21]([O:43][CH3:44])=[C:20]([O:45][CH3:46])[CH:19]=2)=[CH:33][C:32]([OH:38])=[C:31]([O:39][CH3:40])[CH:30]=4)=[CH:12][C:11]=1[OH:47].[C:48](OC(=O)C)(=[O:50])[CH3:49], predict the reaction product.